From a dataset of Full USPTO retrosynthesis dataset with 1.9M reactions from patents (1976-2016). Predict the reactants needed to synthesize the given product. (1) Given the product [CH2:1]([CH:8]1[CH2:13][CH2:12][N:11]([C:14]([O:16][C:17]([CH3:20])([CH3:19])[CH3:18])=[O:15])[CH:10]([CH3:21])[CH2:9]1)[C:2]1[CH:3]=[CH:4][CH:5]=[CH:6][CH:7]=1, predict the reactants needed to synthesize it. The reactants are: [CH:1](=[C:8]1[CH2:13][CH2:12][N:11]([C:14]([O:16][C:17]([CH3:20])([CH3:19])[CH3:18])=[O:15])[CH:10]([CH3:21])[CH2:9]1)[C:2]1[CH:7]=[CH:6][CH:5]=[CH:4][CH:3]=1. (2) Given the product [C:21]([N:10]1[CH2:11][CH2:12][O:13][C@H:8]([CH2:7][C:6]2[CH:5]=[CH:4][C:3]([O:2][CH3:1])=[CH:15][CH:14]=2)[CH2:9]1)([O:20][C:16]([CH3:19])([CH3:18])[CH3:17])=[O:22], predict the reactants needed to synthesize it. The reactants are: [CH3:1][O:2][C:3]1[CH:15]=[CH:14][C:6]([CH2:7][C@H:8]2[O:13][CH2:12][CH2:11][NH:10][CH2:9]2)=[CH:5][CH:4]=1.[C:16]([O:20][C:21](O[C:21]([O:20][C:16]([CH3:19])([CH3:18])[CH3:17])=[O:22])=[O:22])([CH3:19])([CH3:18])[CH3:17]. (3) Given the product [CH2:11]([O:5][C:4](=[O:6])[C:3]1[CH:7]=[CH:8][N:9]=[CH:10][C:2]=1[Cl:1])[CH3:12], predict the reactants needed to synthesize it. The reactants are: [Cl:1][C:2]1[CH:10]=[N:9][CH:8]=[CH:7][C:3]=1[C:4]([OH:6])=[O:5].[CH2:11](O)[CH3:12].CCN(C(C)C)C(C)C. (4) Given the product [CH2:17]([O:16][P:15]([CH2:4][C:5]1[CH:10]=[CH:9][CH:8]=[CH:7][C:6]=1[C:11]([F:14])([F:13])[F:12])(=[O:22])[O:19][CH2:20][CH3:21])[CH3:18], predict the reactants needed to synthesize it. The reactants are: [I-].[Na+].Cl[CH2:4][C:5]1[CH:10]=[CH:9][CH:8]=[CH:7][C:6]=1[C:11]([F:14])([F:13])[F:12].[P:15]([O:22]CC)([O:19][CH2:20][CH3:21])[O:16][CH2:17][CH3:18]. (5) Given the product [CH:13]1[C:12]2[N:8]3[C:3]4[CH:4]=[CH:5][CH:6]=[CH:7][C:2]=4[NH:1][C:9]3=[N:10][C:11]=2[CH:16]=[CH:15][CH:14]=1, predict the reactants needed to synthesize it. The reactants are: [NH2:1][C:2]1[CH:7]=[CH:6][CH:5]=[CH:4][C:3]=1[N:8]1[C:12]2[CH:13]=[CH:14][CH:15]=[CH:16][C:11]=2[NH:10][C:9]1=O. (6) Given the product [C:23]([C:27]1[CH:31]=[C:30]([NH:32][C:2]2[CH:7]=[C:6]([C:8]3[CH:9]=[CH:10][C:11]([O:16][CH:17]4[CH2:22][CH2:21][O:20][CH2:19][CH2:18]4)=[C:12]([CH:15]=3)[C:13]#[N:14])[CH:5]=[CH:4][N:3]=2)[O:29][N:28]=1)([CH3:26])([CH3:25])[CH3:24], predict the reactants needed to synthesize it. The reactants are: F[C:2]1[CH:7]=[C:6]([C:8]2[CH:9]=[CH:10][C:11]([O:16][CH:17]3[CH2:22][CH2:21][O:20][CH2:19][CH2:18]3)=[C:12]([CH:15]=2)[C:13]#[N:14])[CH:5]=[CH:4][N:3]=1.[C:23]([C:27]1[CH:31]=[C:30]([NH2:32])[O:29][N:28]=1)([CH3:26])([CH3:25])[CH3:24].CC([O-])(C)C.[K+]. (7) Given the product [Cl:10][C:11]1[N:12]=[CH:13][C:14]([N:3]2[CH2:4][CH:5]3[CH2:9][CH:1]([CH2:8][NH:7][CH2:6]3)[CH2:2]2)=[CH:15][CH:16]=1, predict the reactants needed to synthesize it. The reactants are: [CH:1]12[CH2:9][CH:5]([CH2:6][NH:7][CH2:8]1)[CH2:4][NH:3][CH2:2]2.[Cl:10][C:11]1[CH:16]=[CH:15][C:14](I)=[CH:13][N:12]=1. (8) Given the product [C:16]([C:15]1[CH:14]=[CH:13][C:12]([C:7]2[C:6]3[CH2:5][CH2:4][CH2:3][CH:2]([NH:1][S:22]([CH2:20][CH3:21])(=[O:24])=[O:23])[C:11]=3[CH:10]=[N:9][CH:8]=2)=[CH:19][CH:18]=1)#[N:17], predict the reactants needed to synthesize it. The reactants are: [NH2:1][CH:2]1[C:11]2[CH:10]=[N:9][CH:8]=[C:7]([C:12]3[CH:19]=[CH:18][C:15]([C:16]#[N:17])=[CH:14][CH:13]=3)[C:6]=2[CH2:5][CH2:4][CH2:3]1.[CH2:20]([S:22](Cl)(=[O:24])=[O:23])[CH3:21].CCN(CC)CC. (9) Given the product [CH2:1]([O:3][C:4](=[O:39])[C:5]([CH3:38])([O:7][C:8]1[CH:13]=[CH:12][C:11]([O:14][CH2:15][CH2:16][C:17]2[N:18]=[C:19]([C:23]3[CH:24]=[CH:25][C:26]([C:41]4[CH:42]=[N:43][CH:44]=[N:45][CH:46]=4)=[CH:27][CH:28]=3)[O:20][C:21]=2[CH3:22])=[CH:10][CH:9]=1)[CH3:6])[CH3:2], predict the reactants needed to synthesize it. The reactants are: [CH2:1]([O:3][C:4](=[O:39])[C:5]([CH3:38])([O:7][C:8]1[CH:13]=[CH:12][C:11]([O:14][CH2:15][CH2:16][C:17]2[N:18]=[C:19]([C:23]3[CH:28]=[CH:27][C:26](B4OC(C)(C)C(C)(C)O4)=[CH:25][CH:24]=3)[O:20][C:21]=2[CH3:22])=[CH:10][CH:9]=1)[CH3:6])[CH3:2].Br[C:41]1[CH:42]=[N:43][CH:44]=[N:45][CH:46]=1.C1(P(C2C=CC=CC=2)C2C=CC=CC=2)C=CC=CC=1.C(=O)([O-])[O-].[Na+].[Na+]. (10) Given the product [Br:1][C:2]1[CH:3]=[C:4]([C:8]2[C:12]([C:13]3[N:14]=[CH:15][N:16]([C:20]4[CH:25]=[CH:24][C:23]([N+:26]([O-:28])=[O:27])=[CH:22][CH:21]=4)[CH:17]=3)=[C:11]([CH3:18])[O:10][N:9]=2)[CH:5]=[CH:6][CH:7]=1, predict the reactants needed to synthesize it. The reactants are: [Br:1][C:2]1[CH:3]=[C:4]([C:8]2[C:12]([C:13]3[N:14]=[CH:15][NH:16][CH:17]=3)=[C:11]([CH3:18])[O:10][N:9]=2)[CH:5]=[CH:6][CH:7]=1.F[C:20]1[CH:25]=[CH:24][C:23]([N+:26]([O-:28])=[O:27])=[CH:22][CH:21]=1.